From a dataset of Reaction yield outcomes from USPTO patents with 853,638 reactions. Predict the reaction yield, written as a fraction of the theoretical maximum amount of product (1.0 means a 100% yield; for example, 0.34 means a 34% yield). (1) The reactants are O1C2C=CC=CC=2N=C1.C(OC([N:17]1[CH2:22][CH2:21][CH2:20][C@H:19]([CH2:23][NH:24][C:25](=[O:46])[C:26]2[CH:31]=[CH:30][C:29]([C:32]3[O:33][C:34]4[C:40]([CH:41]([CH3:43])[CH3:42])=[CH:39][C:38]([C:44]#[N:45])=[CH:37][C:35]=4[N:36]=3)=[CH:28][CH:27]=2)[CH2:18]1)=O)(C)(C)C.FC(F)(F)C(O)=O. The catalyst is ClCCl. The product is [C:44]([C:38]1[CH:39]=[C:40]([CH:41]([CH3:43])[CH3:42])[C:34]2[O:33][C:32]([C:29]3[CH:28]=[CH:27][C:26]([C:25]([NH:24][CH2:23][C@H:19]4[CH2:20][CH2:21][CH2:22][NH:17][CH2:18]4)=[O:46])=[CH:31][CH:30]=3)=[N:36][C:35]=2[CH:37]=1)#[N:45]. The yield is 0.890. (2) The reactants are [Cl-].O[NH3+:3].[C:4](=[O:7])([O-])[OH:5].[Na+].CS(C)=O.[CH2:13]([C:15]1[N:16]([C:40]2[CH:45]=[CH:44][C:43]([O:46][C:47]([CH3:52])([CH3:51])[CH2:48][O:49][CH3:50])=[CH:42][CH:41]=2)[C:17](=[O:39])[C:18]([CH2:24][C:25]2[CH:30]=[CH:29][C:28]([C:31]3[C:32]([C:37]#[N:38])=[CH:33][CH:34]=[CH:35][CH:36]=3)=[CH:27][CH:26]=2)=[C:19]([CH2:21][CH2:22][CH3:23])[N:20]=1)[CH3:14]. The catalyst is O. The product is [CH2:13]([C:15]1[N:16]([C:40]2[CH:45]=[CH:44][C:43]([O:46][C:47]([CH3:52])([CH3:51])[CH2:48][O:49][CH3:50])=[CH:42][CH:41]=2)[C:17](=[O:39])[C:18]([CH2:24][C:25]2[CH:26]=[CH:27][C:28]([C:31]3[CH:36]=[CH:35][CH:34]=[CH:33][C:32]=3[C:37]3[NH:3][C:4](=[O:7])[O:5][N:38]=3)=[CH:29][CH:30]=2)=[C:19]([CH2:21][CH2:22][CH3:23])[N:20]=1)[CH3:14]. The yield is 0.610.